From a dataset of Forward reaction prediction with 1.9M reactions from USPTO patents (1976-2016). Predict the product of the given reaction. (1) Given the reactants [OH:1][C:2]1[CH:10]=[CH:9][C:8]([C:11]2[N:12]([C:27]([O:29][C:30]([CH3:33])([CH3:32])[CH3:31])=[O:28])[C:13]3[C:18]([CH:19]=2)=[CH:17][C:16]([CH2:20][N:21]2[CH2:26][CH2:25][CH2:24][CH2:23][CH2:22]2)=[CH:15][CH:14]=3)=[C:7]2[C:3]=1[CH2:4][NH:5][C:6]2=[O:34].C(N(CC)CC)C.[CH3:42][O:43][C:44]1[CH:49]=[C:48]([CH3:50])[CH:47]=[CH:46][C:45]=1[S:51](Cl)(=[O:53])=[O:52], predict the reaction product. The product is: [CH3:42][O:43][C:44]1[CH:49]=[C:48]([CH3:50])[CH:47]=[CH:46][C:45]=1[S:51]([O:1][C:2]1[CH:10]=[CH:9][C:8]([C:11]2[N:12]([C:27]([O:29][C:30]([CH3:31])([CH3:33])[CH3:32])=[O:28])[C:13]3[C:18]([CH:19]=2)=[CH:17][C:16]([CH2:20][N:21]2[CH2:26][CH2:25][CH2:24][CH2:23][CH2:22]2)=[CH:15][CH:14]=3)=[C:7]2[C:3]=1[CH2:4][NH:5][C:6]2=[O:34])(=[O:52])=[O:53]. (2) The product is: [F:1][C:2]([F:8])([F:7])[CH2:3][C:4]([N:14]1[CH2:19][CH2:18][CH:17]([NH:20][C:21]([NH:23][C:24]2[CH:29]=[CH:28][C:27]([C:30]([F:31])([F:32])[F:33])=[CH:26][CH:25]=2)=[O:22])[CH2:16][CH2:15]1)=[O:5]. Given the reactants [F:1][C:2]([F:8])([F:7])[CH2:3][C:4](O)=[O:5].C([N:14]1[CH2:19][CH2:18][CH:17]([NH:20][C:21]([NH:23][C:24]2[CH:29]=[CH:28][C:27]([C:30]([F:33])([F:32])[F:31])=[CH:26][CH:25]=2)=[O:22])[CH2:16][CH2:15]1)(=O)C(C)C, predict the reaction product.